From a dataset of Reaction yield outcomes from USPTO patents with 853,638 reactions. Predict the reaction yield, written as a fraction of the theoretical maximum amount of product (1.0 means a 100% yield; for example, 0.34 means a 34% yield). (1) The reactants are [CH3:1][O:2][C:3](=[O:11])[CH2:4][CH2:5][C@@H:6]([C:8]([OH:10])=[O:9])[NH2:7].C(N(CC)CC)C.[C:19](O[C:19]([O:21][C:22]([CH3:25])([CH3:24])[CH3:23])=[O:20])([O:21][C:22]([CH3:25])([CH3:24])[CH3:23])=[O:20]. The product is [C:22]([O:21][C:19]([NH:7][C@@H:6]([CH2:5][CH2:4][C:3]([O:2][CH3:1])=[O:11])[C:8]([OH:10])=[O:9])=[O:20])([CH3:25])([CH3:24])[CH3:23]. The yield is 0.850. The catalyst is CN(C=O)C. (2) The reactants are [F:1][C:2]1[CH:7]=[C:6]([I:8])[CH:5]=[CH:4][C:3]=1[NH:9][C:10]1[N:15]([CH3:16])[C:14](=[O:17])[C:13]2[CH2:18][CH2:19][CH2:20][C:12]=2[C:11]=1[C:21]([O:23]CC)=O.O.[NH2:27][NH2:28]. The catalyst is CCO.O. The product is [F:1][C:2]1[CH:7]=[C:6]([I:8])[CH:5]=[CH:4][C:3]=1[NH:9][C:10]1[N:15]([CH3:16])[C:14](=[O:17])[C:13]2[CH2:18][CH2:19][CH2:20][C:12]=2[C:11]=1[C:21]([NH:27][NH2:28])=[O:23]. The yield is 0.580. (3) The reactants are [CH:1]1[CH2:6][CH2:5][CH:4]=[CH:3][CH:2]=1.[C:7]1([S:13](/[CH:16]=[CH:17]/[S:18]([C:21]2[CH:26]=[CH:25][CH:24]=[CH:23][CH:22]=2)(=[O:20])=[O:19])(=[O:15])=[O:14])[CH:12]=[CH:11][CH:10]=[CH:9][CH:8]=1. The catalyst is C1(C)C=CC=CC=1. The product is [C:7]1([S:13]([CH:16]2[CH:17]([S:18]([C:21]3[CH:22]=[CH:23][CH:24]=[CH:25][CH:26]=3)(=[O:20])=[O:19])[CH:3]3[CH2:4][CH2:5][CH:6]2[CH:1]=[CH:2]3)(=[O:14])=[O:15])[CH:8]=[CH:9][CH:10]=[CH:11][CH:12]=1. The yield is 0.900. (4) The reactants are FC(F)(F)C(O)=O.[CH3:8][C:9]1[CH:10]=[C:11]2[C:16](=[CH:17][CH:18]=1)[N:15]=[C:14]([NH2:19])[CH:13]=[N:12]2.C(N(CC)CC)C.[C:27](N1C=CC=CC1=O)(N1C=CC=CC1=O)=[S:28]. The catalyst is C(Cl)Cl. The product is [N:19]([C:14]1[CH:13]=[N:12][C:11]2[C:16](=[CH:17][CH:18]=[C:9]([CH3:8])[CH:10]=2)[N:15]=1)=[C:27]=[S:28]. The yield is 0.380. (5) The reactants are [Cl:1][C:2]1[CH:7]=[CH:6][C:5]([S:8]([CH:11]([C:18]2[CH:23]=[C:22]([F:24])[CH:21]=[CH:20][C:19]=2[F:25])[CH:12]([CH3:17])[CH2:13][CH2:14][CH2:15]O)(=[O:10])=[O:9])=[CH:4][CH:3]=1.C(C=P(CCCC)(CCCC)CCCC)#N. The catalyst is C1(C)C=CC=CC=1.CCCCCC. The product is [Cl:1][C:2]1[CH:7]=[CH:6][C:5]([S:8]([C:11]2([C:18]3[CH:23]=[C:22]([F:24])[CH:21]=[CH:20][C:19]=3[F:25])[CH2:15][CH2:14][CH2:13][CH:12]2[CH3:17])(=[O:10])=[O:9])=[CH:4][CH:3]=1. The yield is 0.510. (6) The yield is 1.00. No catalyst specified. The product is [C:27]([C:31]1[CH:32]=[CH:33][C:34]([C:35]([N:22]2[CH2:23][CH2:24][CH2:25][CH:21]2[C:18]2[CH:17]=[CH:16][C:15]([C:14]3[CH:13]=[CH:12][N:11]=[C:10]4[NH:26][C:7]([C:5]5[CH:4]=[N:3][N:2]([CH3:1])[CH:6]=5)=[N:8][C:9]=34)=[CH:20][CH:19]=2)=[O:36])=[CH:38][CH:39]=1)([CH3:30])([CH3:28])[CH3:29]. The reactants are [CH3:1][N:2]1[CH:6]=[C:5]([C:7]2[NH:26][C:10]3=[N:11][CH:12]=[CH:13][C:14]([C:15]4[CH:20]=[CH:19][C:18]([CH:21]5[CH2:25][CH2:24][CH2:23][NH:22]5)=[CH:17][CH:16]=4)=[C:9]3[N:8]=2)[CH:4]=[N:3]1.[C:27]([C:31]1[CH:39]=[CH:38][C:34]([C:35](Cl)=[O:36])=[CH:33][CH:32]=1)([CH3:30])([CH3:29])[CH3:28].C(=O)([O-])O.[Na+].O.C1COCC1.